From a dataset of Peptide-MHC class II binding affinity with 134,281 pairs from IEDB. Regression. Given a peptide amino acid sequence and an MHC pseudo amino acid sequence, predict their binding affinity value. This is MHC class II binding data. (1) The peptide sequence is KGDEQKLRSAGEVEI. The MHC is HLA-DQA10104-DQB10503 with pseudo-sequence HLA-DQA10104-DQB10503. The binding affinity (normalized) is 0. (2) The peptide sequence is AAAQASAAAAAYEAA. The MHC is DRB1_1001 with pseudo-sequence DRB1_1001. The binding affinity (normalized) is 0.592. (3) The peptide sequence is GQWRGAAGTAAQAAV. The MHC is HLA-DPA10201-DPB10101 with pseudo-sequence HLA-DPA10201-DPB10101. The binding affinity (normalized) is 0.0874. (4) The peptide sequence is YFVGKMYFNLIDTKCYKL. The MHC is DRB1_0401 with pseudo-sequence DRB1_0401. The binding affinity (normalized) is 0.473. (5) The binding affinity (normalized) is 0.334. The MHC is HLA-DQA10201-DQB10202 with pseudo-sequence HLA-DQA10201-DQB10202. The peptide sequence is YDKFLANVSTVLTGK.